From a dataset of Reaction yield outcomes from USPTO patents with 853,638 reactions. Predict the reaction yield, written as a fraction of the theoretical maximum amount of product (1.0 means a 100% yield; for example, 0.34 means a 34% yield). (1) The reactants are Br[C:2]1[C:12]([N+:13]([O-:15])=[O:14])=[CH:11][CH:10]=[CH:9][C:3]=1[C:4]([O:6][CH2:7]C)=[O:5].[C:16]([O:20][C:21]([N:23]1[CH2:28][CH2:27][NH:26][CH2:25][CH2:24]1)=[O:22])([CH3:19])([CH3:18])[CH3:17].C([O-])([O-])=O.[Na+].[Na+]. The catalyst is C(O)CCC. The product is [C:16]([O:20][C:21]([N:23]1[CH2:28][CH2:27][N:26]([C:2]2[C:12]([N+:13]([O-:15])=[O:14])=[CH:11][CH:10]=[CH:9][C:3]=2[C:4]([O:6][CH3:7])=[O:5])[CH2:25][CH2:24]1)=[O:22])([CH3:19])([CH3:17])[CH3:18]. The yield is 0.720. (2) The reactants are [CH2:1]([N:8]1[C:14](=O)[C:13]2[C:16]([F:21])=[CH:17][CH:18]=[C:19]([Br:20])[C:12]=2[O:11][CH2:10][CH2:9]1)[C:2]1[CH:7]=[CH:6][CH:5]=[CH:4][CH:3]=1.O1CCCC1.B.CO.[OH-].[Na+]. The catalyst is O1CCCC1. The product is [CH2:1]([N:8]1[CH2:14][C:13]2[C:16]([F:21])=[CH:17][CH:18]=[C:19]([Br:20])[C:12]=2[O:11][CH2:10][CH2:9]1)[C:2]1[CH:3]=[CH:4][CH:5]=[CH:6][CH:7]=1. The yield is 0.261.